Task: Regression/Classification. Given a drug SMILES string, predict its absorption, distribution, metabolism, or excretion properties. Task type varies by dataset: regression for continuous measurements (e.g., permeability, clearance, half-life) or binary classification for categorical outcomes (e.g., BBB penetration, CYP inhibition). Dataset: cyp3a4_veith.. Dataset: CYP3A4 inhibition data for predicting drug metabolism from PubChem BioAssay The compound is CC(C)c1cc(CN(C)C)c(O)c(C(C)(C)C)c1. The result is 0 (non-inhibitor).